Dataset: Catalyst prediction with 721,799 reactions and 888 catalyst types from USPTO. Task: Predict which catalyst facilitates the given reaction. (1) Reactant: [NH2:1][C:2]1[CH:7]=[C:6]([O:8][C:9]2[CH:10]=[C:11]([CH3:25])[C:12]3[CH:16]([CH2:17][C:18]([O:20]CC)=[O:19])[O:15][B:14]([OH:23])[C:13]=3[CH:24]=2)[CH:5]=[CH:4][N:3]=1.[OH-].[Na+]. Product: [NH2:1][C:2]1[CH:7]=[C:6]([O:8][C:9]2[CH:10]=[C:11]([CH3:25])[C:12]3[CH:16]([CH2:17][C:18]([OH:20])=[O:19])[O:15][B:14]([OH:23])[C:13]=3[CH:24]=2)[CH:5]=[CH:4][N:3]=1. The catalyst class is: 92. (2) Reactant: [CH3:1][C:2]1[CH:7]=[C:6]([CH3:8])[N:5]=[C:4]([SH:9])[N:3]=1.[OH-].[Na+].[CH3:12]I. Product: [CH3:1][C:2]1[CH:7]=[C:6]([CH3:8])[N:5]=[C:4]([S:9][CH3:12])[N:3]=1. The catalyst class is: 40. (3) Reactant: C([O:3][C:4](=[O:43])[C:5]1[CH:10]=[CH:9][C:8]([CH2:11][NH:12][C:13]([C@H:15]2[C@H:19]([C:20]3[CH:25]=[CH:24][CH:23]=[C:22]([Cl:26])[C:21]=3[F:27])[C@:18]([C:30]3[CH:35]=[CH:34][C:33]([Cl:36])=[CH:32][C:31]=3[F:37])([C:28]#[N:29])[C@H:17]([CH2:38][C:39]([CH3:42])([CH3:41])[CH3:40])[NH:16]2)=[O:14])=[N:7][CH:6]=1)C.O.[OH-].[Li+]. Product: [Cl:36][C:33]1[CH:34]=[CH:35][C:30]([C@@:18]2([C:28]#[N:29])[C@H:17]([CH2:38][C:39]([CH3:41])([CH3:40])[CH3:42])[NH:16][C@@H:15]([C:13]([NH:12][CH2:11][C:8]3[CH:9]=[CH:10][C:5]([C:4]([OH:43])=[O:3])=[CH:6][N:7]=3)=[O:14])[C@@H:19]2[C:20]2[CH:25]=[CH:24][CH:23]=[C:22]([Cl:26])[C:21]=2[F:27])=[C:31]([F:37])[CH:32]=1. The catalyst class is: 20. (4) Reactant: Cl[C:2](OC(Cl)(Cl)Cl)=[O:3].[NH2:9][C:10]1[C:11]([F:27])=[CH:12][C:13]([Cl:26])=[C:14]([CH:25]=1)[O:15][CH2:16]/[C:17](/[O:23][CH3:24])=[CH:18]\[C:19]([O:21][CH3:22])=[O:20]. The catalyst class is: 13. Product: [Cl:26][C:13]1[CH:12]=[C:11]([F:27])[C:10]([N:9]=[C:2]=[O:3])=[CH:25][C:14]=1[O:15][CH2:16]/[C:17](/[O:23][CH3:24])=[CH:18]\[C:19]([O:21][CH3:22])=[O:20]. (5) Product: [Br:1][C:2]1[CH:7]=[CH:6][C:5]([O:8][C:13]2[CH:14]=[CH:15][CH:16]=[CH:17][C:12]=2[N+:9]([O-:11])=[O:10])=[CH:4][CH:3]=1. Reactant: [Br:1][C:2]1[CH:7]=[CH:6][C:5]([OH:8])=[CH:4][CH:3]=1.[N+:9]([C:12]1[CH:17]=[CH:16][CH:15]=[CH:14][C:13]=1B(O)O)([O-:11])=[O:10]. The catalyst class is: 2. (6) Reactant: [F:1][C:2]1[CH:7]=[C:6]([F:8])[CH:5]=[CH:4][C:3]=1[N:9]1[CH2:14][CH2:13][N:12]([CH2:15][C:16]#[C:17][C:18]2[N:23]=[C:22]([NH2:24])[N:21]3[N:25]=[C:26]([C:28]4[O:29][CH:30]=[CH:31][CH:32]=4)[N:27]=[C:20]3[CH:19]=2)[CH2:11][CH2:10]1. Product: [F:1][C:2]1[CH:7]=[C:6]([F:8])[CH:5]=[CH:4][C:3]=1[N:9]1[CH2:10][CH2:11][N:12]([CH2:15][CH2:16][CH2:17][C:18]2[N:23]=[C:22]([NH2:24])[N:21]3[N:25]=[C:26]([C:28]4[O:29][CH:30]=[CH:31][CH:32]=4)[N:27]=[C:20]3[CH:19]=2)[CH2:13][CH2:14]1. The catalyst class is: 358.